From a dataset of Peptide-MHC class II binding affinity with 134,281 pairs from IEDB. Regression. Given a peptide amino acid sequence and an MHC pseudo amino acid sequence, predict their binding affinity value. This is MHC class II binding data. (1) The peptide sequence is PRRSLKAFFSWSLTD. The MHC is DRB1_0101 with pseudo-sequence DRB1_0101. The binding affinity (normalized) is 0.910. (2) The peptide sequence is YFQCFKSILLIMNAN. The MHC is DRB1_0404 with pseudo-sequence DRB1_0404. The binding affinity (normalized) is 0.731. (3) The peptide sequence is YDKFLANVSTALTGK. The MHC is DRB1_0701 with pseudo-sequence DRB1_0701. The binding affinity (normalized) is 0.617. (4) The peptide sequence is MHVSFVMAYPEMLAA. The MHC is HLA-DQA10501-DQB10201 with pseudo-sequence HLA-DQA10501-DQB10201. The binding affinity (normalized) is 0.585. (5) The peptide sequence is VEIKEFANAVKLRRS. The MHC is DRB3_0101 with pseudo-sequence DRB3_0101. The binding affinity (normalized) is 0.233. (6) The peptide sequence is PTVDIEEAPEMPALY. The MHC is HLA-DQA10601-DQB10402 with pseudo-sequence HLA-DQA10601-DQB10402. The binding affinity (normalized) is 0. (7) The peptide sequence is SGLVWGQKYFKGNFQ. The MHC is DRB4_0101 with pseudo-sequence DRB4_0103. The binding affinity (normalized) is 0.153.